Regression. Given two drug SMILES strings and cell line genomic features, predict the synergy score measuring deviation from expected non-interaction effect. From a dataset of NCI-60 drug combinations with 297,098 pairs across 59 cell lines. (1) Drug 1: C1CN1P(=S)(N2CC2)N3CC3. Drug 2: CCN(CC)CCCC(C)NC1=C2C=C(C=CC2=NC3=C1C=CC(=C3)Cl)OC. Cell line: HS 578T. Synergy scores: CSS=6.91, Synergy_ZIP=-3.18, Synergy_Bliss=0.418, Synergy_Loewe=-0.374, Synergy_HSA=0.290. (2) Drug 1: C1CN(CCN1C(=O)CCBr)C(=O)CCBr. Drug 2: C(CCl)NC(=O)N(CCCl)N=O. Cell line: HCT116. Synergy scores: CSS=54.3, Synergy_ZIP=-2.88, Synergy_Bliss=-4.25, Synergy_Loewe=-0.152, Synergy_HSA=-0.656. (3) Drug 1: C1CCC(C1)C(CC#N)N2C=C(C=N2)C3=C4C=CNC4=NC=N3. Drug 2: C1=CC=C(C=C1)NC(=O)CCCCCCC(=O)NO. Cell line: HS 578T. Synergy scores: CSS=-2.65, Synergy_ZIP=-0.922, Synergy_Bliss=1.68, Synergy_Loewe=-12.9, Synergy_HSA=-3.94.